From a dataset of Full USPTO retrosynthesis dataset with 1.9M reactions from patents (1976-2016). Predict the reactants needed to synthesize the given product. (1) Given the product [N+:6]([CH:17]1[N:16]([C:12]2[CH:11]=[N:10][CH:15]=[CH:14][CH:13]=2)[CH:20]=[CH:19][NH:18]1)([O-:9])=[O:7], predict the reactants needed to synthesize it. The reactants are: S(=O)(=O)(O)O.[N+:6]([O-:9])(O)=[O:7].[N:10]1[CH:15]=[CH:14][CH:13]=[C:12]([N:16]2[CH:20]=[CH:19][NH:18][CH2:17]2)[CH:11]=1.C([O-])(O)=O.[Na+]. (2) Given the product [O:29]=[C:28]([NH:22][C:19]1[CH:18]=[CH:17][C:16]([CH2:15][O:14][CH2:13][C:10]2[CH:11]=[CH:12][C:7]([C:1]3[CH:2]=[CH:3][CH:4]=[CH:5][CH:6]=3)=[CH:8][CH:9]=2)=[CH:21][N:20]=1)[CH2:27][CH2:26][C:25]([O:24][CH3:23])=[O:31], predict the reactants needed to synthesize it. The reactants are: [C:1]1([C:7]2[CH:12]=[CH:11][C:10]([CH2:13][O:14][CH2:15][C:16]3[CH:17]=[CH:18][C:19]([NH2:22])=[N:20][CH:21]=3)=[CH:9][CH:8]=2)[CH:6]=[CH:5][CH:4]=[CH:3][CH:2]=1.[CH3:23][O:24][C:25](=[O:31])[CH2:26][CH2:27][C:28](O)=[O:29].F[P-](F)(F)(F)(F)F.N1(OC(N(C)C)=[N+](C)C)C2N=CC=CC=2N=N1.O. (3) Given the product [OH:10][CH:11]1[CH2:16][CH2:15][CH2:14][N:13]([C:17]2[CH:26]=[C:25]3[C:20]([CH:21]=[C:22]([C:28]4[CH:33]=[CH:32][CH:31]=[CH:30][C:29]=4[N:34]4[CH2:39][CH2:38][N:37]([CH3:1])[CH2:36][CH2:35]4)[NH:23][C:24]3=[O:27])=[CH:19][CH:18]=2)[CH2:12]1, predict the reactants needed to synthesize it. The reactants are: [CH2:1](N(CC)CC)C.IC.[OH:10][CH:11]1[CH2:16][CH2:15][CH2:14][N:13]([C:17]2[CH:26]=[C:25]3[C:20]([CH:21]=[C:22]([C:28]4[CH:33]=[CH:32][CH:31]=[CH:30][C:29]=4[N:34]4[CH2:39][CH2:38][NH:37][CH2:36][CH2:35]4)[NH:23][C:24]3=[O:27])=[CH:19][CH:18]=2)[CH2:12]1. (4) Given the product [F:18][C:19]([F:34])([F:35])[C:20]1[CH:21]=[C:22]([CH2:30][C:31]([NH:13][CH2:12][CH:8]2[O:9][CH2:10][CH2:11][N:6]([CH2:5][C:4]3[CH:14]=[CH:15][C:16]([Cl:17])=[C:2]([Cl:1])[CH:3]=3)[CH2:7]2)=[O:32])[CH:23]=[C:24]([C:26]([F:27])([F:28])[F:29])[CH:25]=1, predict the reactants needed to synthesize it. The reactants are: [Cl:1][C:2]1[CH:3]=[C:4]([CH:14]=[CH:15][C:16]=1[Cl:17])[CH2:5][N:6]1[CH2:11][CH2:10][O:9][CH:8]([CH2:12][NH2:13])[CH2:7]1.[F:18][C:19]([F:35])([F:34])[C:20]1[CH:21]=[C:22]([CH2:30][C:31](O)=[O:32])[CH:23]=[C:24]([C:26]([F:29])([F:28])[F:27])[CH:25]=1. (5) The reactants are: [C:1]([O:5][C:6]([N:8]1[CH2:12][CH2:11][CH2:10][CH:9]1[CH2:13][C:14]1[C:22]2[C:17](=[CH:18][C:19]([F:23])=[CH:20][CH:21]=2)[N:16](C(=O)C)[CH:15]=1)=[O:7])([CH3:4])([CH3:3])[CH3:2].[OH-].[Na+]. Given the product [C:1]([O:5][C:6]([N:8]1[CH2:12][CH2:11][CH2:10][CH:9]1[CH2:13][C:14]1[C:22]2[C:17](=[CH:18][C:19]([F:23])=[CH:20][CH:21]=2)[NH:16][CH:15]=1)=[O:7])([CH3:4])([CH3:2])[CH3:3], predict the reactants needed to synthesize it.